From a dataset of Choline transporter screen with 302,306 compounds. Binary Classification. Given a drug SMILES string, predict its activity (active/inactive) in a high-throughput screening assay against a specified biological target. (1) The molecule is o1c(nnc1CCC(=O)N(C(c1nocc1)C)C)CCCCc1ccccc1. The result is 0 (inactive). (2) The compound is s1nnc(C(=O)N(C(C(=O)NC2CCCCC2)c2ccncc2)c2cc(ccc2)C)c1. The result is 0 (inactive). (3) The molecule is O(c1cc(CN\C(C)=C(\C(=O)N)C#N)cc(OC)c1OC)C. The result is 0 (inactive). (4) The compound is o1c2c(c3CCCc3c1=O)ccc(OCC(O)=O)c2. The result is 0 (inactive). (5) The compound is s1c(c(n(c1=S)C)N)C(=O)NCc1ccccc1. The result is 0 (inactive). (6) The molecule is Clc1ccc(cc1)/C=N\NC(=O)CNC(=O)COc1ccccc1. The result is 0 (inactive). (7) The molecule is O=C(NC1C(CCCC1)C)c1ccc(CNC2=C(N3CCCC3)C(=O)C2=O)cc1. The result is 1 (active).